Dataset: Retrosynthesis with 50K atom-mapped reactions and 10 reaction types from USPTO. Task: Predict the reactants needed to synthesize the given product. (1) Given the product Cc1c(Br)ccc(Br)c1C=NO, predict the reactants needed to synthesize it. The reactants are: Cc1c(Br)ccc(Br)c1C=O.NO. (2) The reactants are: CN.O=C(O)CCc1ccc(Cl)c(CO)c1. Given the product CNC(=O)CCc1ccc(Cl)c(CO)c1, predict the reactants needed to synthesize it.